Dataset: Reaction yield outcomes from USPTO patents with 853,638 reactions. Task: Predict the reaction yield, written as a fraction of the theoretical maximum amount of product (1.0 means a 100% yield; for example, 0.34 means a 34% yield). (1) The reactants are [C:1]([O:5][C:6]([N:8]1[CH2:13][CH2:12][C:11]2[NH:14][N:15]=[C:16]([C:17]3[CH:22]=[CH:21][C:20]([C:23]([F:26])([F:25])[F:24])=[CH:19][CH:18]=3)[C:10]=2[CH2:9]1)=[O:7])([CH3:4])([CH3:3])[CH3:2].[C:27]([O:31][CH3:32])(=[O:30])[CH:28]=[CH2:29].C(O[Na])(C)(C)C. The catalyst is C1(C)C=CC=CC=1. The product is [C:1]([O:5][C:6]([N:8]1[CH2:13][CH2:12][C:11]2[N:14]([CH2:29][CH2:28][C:27]([O:31][CH3:32])=[O:30])[N:15]=[C:16]([C:17]3[CH:18]=[CH:19][C:20]([C:23]([F:24])([F:25])[F:26])=[CH:21][CH:22]=3)[C:10]=2[CH2:9]1)=[O:7])([CH3:4])([CH3:2])[CH3:3]. The yield is 0.150. (2) The reactants are [Cl:1][C:2]1[CH:3]=[C:4]([C:9]([N:11]2[CH2:16][CH2:15][CH2:14][CH:13]([CH2:17][CH2:18][CH3:19])[CH2:12]2)=[O:10])[CH:5]=[N:6][C:7]=1Cl.[NH2:20][C:21]1[CH:22]=[N:23][C:24]([CH3:27])=[CH:25][CH:26]=1.C1C=CC(P(C2C(C3C(P(C4C=CC=CC=4)C4C=CC=CC=4)=CC=C4C=3C=CC=C4)=C3C(C=CC=C3)=CC=2)C2C=CC=CC=2)=CC=1.C(=O)([O-])[O-].[K+].[K+]. The catalyst is C1(C)C=CC=CC=1.CC([O-])=O.CC([O-])=O.[Pd+2].CCOC(C)=O. The product is [Cl:1][C:2]1[CH:3]=[C:4]([C:9]([N:11]2[CH2:16][CH2:15][CH2:14][CH:13]([CH2:17][CH2:18][CH3:19])[CH2:12]2)=[O:10])[CH:5]=[N:6][C:7]=1[NH:20][C:21]1[CH:22]=[N:23][C:24]([CH3:27])=[CH:25][CH:26]=1. The yield is 0.230. (3) The reactants are [NH2:1][C:2]1[C:3]2[C:10]([C:11]3[CH:16]=[CH:15][C:14]([Cl:17])=[CH:13][CH:12]=3)=[CH:9][N:8]([C:18]3[CH:19]=[C:20]([CH:23]=[CH:24][CH:25]=3)[CH:21]=O)[C:4]=2[N:5]=[CH:6][N:7]=1.[OH:26][CH:27]1[CH2:30][N:29]([C:31](=[O:35])[CH2:32][C:33]#[N:34])[CH2:28]1.N12CCCN=C1CCCCC2. The catalyst is CC(O)C. The product is [NH2:1][C:2]1[C:3]2[C:10]([C:11]3[CH:16]=[CH:15][C:14]([Cl:17])=[CH:13][CH:12]=3)=[CH:9][N:8]([C:18]3[CH:19]=[C:20](/[CH:21]=[C:32](/[C:31]([N:29]4[CH2:30][CH:27]([OH:26])[CH2:28]4)=[O:35])\[C:33]#[N:34])[CH:23]=[CH:24][CH:25]=3)[C:4]=2[N:5]=[CH:6][N:7]=1. The yield is 0.640. (4) The product is [C:1]1([CH2:7][C:8]2[CH:15]=[CH:14][CH:13]=[C:10]([C:11]([OH:17])=[O:12])[C:9]=2[OH:16])[CH:2]=[CH:3][CH:4]=[CH:5][CH:6]=1. The catalyst is C(O)C.O.[N+]([O-])([O-])=O.[Ag+]. The reactants are [C:1]1([CH2:7][C:8]2[CH:15]=[CH:14][CH:13]=[C:10]([CH:11]=[O:12])[C:9]=2[OH:16])[CH:6]=[CH:5][CH:4]=[CH:3][CH:2]=1.[OH-:17].[K+]. The yield is 0.340. (5) The reactants are Br[C:2]1[C:3]([F:14])=[CH:4][N:5]=[C:6]2[C:11]=1[N:10]=[C:9]([O:12][CH3:13])[CH:8]=[CH:7]2.C(=O)([O-])[O-].[K+].[K+].CO[CH2:23][CH2:24]OC. The catalyst is O. The product is [CH:23]([C:2]1[C:3]([F:14])=[CH:4][N:5]=[C:6]2[C:11]=1[N:10]=[C:9]([O:12][CH3:13])[CH:8]=[CH:7]2)=[CH2:24]. The yield is 0.900.